This data is from Catalyst prediction with 721,799 reactions and 888 catalyst types from USPTO. The task is: Predict which catalyst facilitates the given reaction. (1) Reactant: C1(C)C=CC=CC=1P(C1C=CC=CC=1C)C1C=CC=CC=1C.[C:23]([O:27][CH3:28])(=[O:26])[CH:24]=[CH2:25].C(N(CC)CC)C.[NH2:36][C:37]1[CH:42]=[CH:41][CH:40]=[C:39](Br)[N:38]=1. Product: [CH3:28][O:27][C:23](=[O:26])[CH:24]=[CH:25][C:39]1[CH:40]=[CH:41][CH:42]=[C:37]([NH2:36])[N:38]=1. The catalyst class is: 524. (2) Reactant: [NH2:1][C:2]1[CH:3]=[C:4]2[C:9](=[CH:10][CH:11]=1)[N:8]([CH3:12])[C:7](=[O:13])[CH:6]=[C:5]2[C:14]([F:17])([F:16])[F:15].N1C=CC=CC=1.[CH3:24][C:25]1[CH:35]=[CH:34][C:28]([CH2:29][CH2:30][N:31]=[C:32]=[S:33])=[CH:27][CH:26]=1. Product: [CH3:12][N:8]1[C:9]2[C:4](=[CH:3][C:2]([NH:1][C:32]([NH:31][CH2:30][CH2:29][C:28]3[CH:27]=[CH:26][C:25]([CH3:24])=[CH:35][CH:34]=3)=[S:33])=[CH:11][CH:10]=2)[C:5]([C:14]([F:17])([F:15])[F:16])=[CH:6][C:7]1=[O:13]. The catalyst class is: 37. (3) Reactant: Cl[C:2]1[N:7]=[C:6]([CH2:8][CH2:9][C:10]2[CH:15]=[CH:14][CH:13]=[CH:12][C:11]=2[CH2:16][C:17]([NH2:19])=[O:18])[C:5]([CH3:20])=[CH:4][N:3]=1.CC1(C)C2C(=C(P(C3C=CC=CC=3)C3C=CC=CC=3)C=CC=2)OC2C(P(C3C=CC=CC=3)C3C=CC=CC=3)=CC=CC1=2.C([O-])([O-])=O.[Cs+].[Cs+].[NH2:69][C:70]1[CH:75]=[CH:74][C:73]([C:76]2([NH:80][S:81]([C:83]([CH3:86])([CH3:85])[CH3:84])=[O:82])[CH2:79][O:78][CH2:77]2)=[CH:72][CH:71]=1. Product: [CH3:85][C:83]([CH3:86])([S:81]([NH:80][C:76]1([C:73]2[CH:74]=[CH:75][C:70]([NH:69][C:2]3[N:7]=[C:6]([CH2:8][CH2:9][C:10]4[CH:15]=[CH:14][CH:13]=[CH:12][C:11]=4[CH2:16][C:17]([NH2:19])=[O:18])[C:5]([CH3:20])=[CH:4][N:3]=3)=[CH:71][CH:72]=2)[CH2:79][O:78][CH2:77]1)=[O:82])[CH3:84]. The catalyst class is: 231. (4) Reactant: [O:1]=[C:2]1[C:11]2[CH:10]=[C:9]([C:12]3[N:17]=[C:16]([S:18]([NH2:21])(=[O:20])=[O:19])[CH:15]=[CH:14][CH:13]=3)[CH:8]=[CH:7][C:6]=2[CH2:5][CH2:4][CH2:3]1.[C:22](O)(=[O:24])[CH3:23].Cl. Product: [C:22]([NH:21][S:18]([C:16]1[CH:15]=[CH:14][CH:13]=[C:12]([C:9]2[CH:8]=[CH:7][C:6]3[CH2:5][CH2:4][CH2:3][C:2](=[O:1])[C:11]=3[CH:10]=2)[N:17]=1)(=[O:20])=[O:19])(=[O:24])[CH3:23]. The catalyst class is: 79. (5) Reactant: [CH3:1][N:2]1[C:6]2=[N:7][CH:8]=[CH:9][CH:10]=[C:5]2[N:4]=[C:3]1S(C)(=O)=O.[CH2:15]([N:17]1[C:25]2[C:20](=[N:21][CH:22]=[CH:23][C:24]=2[CH3:26])[N:19]([C:27]2[CH:32]=[CH:31][C:30]([OH:33])=[CH:29][CH:28]=2)[C:18]1=[O:34])[CH3:16].[H-].[Na+].CCO. Product: [CH2:15]([N:17]1[C:25]2[C:20](=[N:21][CH:22]=[CH:23][C:24]=2[CH3:26])[N:19]([C:27]2[CH:32]=[CH:31][C:30]([O:33][C:3]3[N:2]([CH3:1])[C:6]4=[N:7][CH:8]=[CH:9][CH:10]=[C:5]4[N:4]=3)=[CH:29][CH:28]=2)[C:18]1=[O:34])[CH3:16]. The catalyst class is: 3. (6) Reactant: C[O:2][C:3]([C:5]1[C:13]2[C:8](=[C:9]([F:19])[CH:10]=[CH:11][C:12]=2[O:14][C:15]([F:18])([F:17])[F:16])[N:7]([CH2:20][CH2:21][O:22][C:23]([F:26])([F:25])[F:24])[CH:6]=1)=[O:4]. Product: [F:19][C:9]1[CH:10]=[CH:11][C:12]([O:14][C:15]([F:18])([F:16])[F:17])=[C:13]2[C:8]=1[N:7]([CH2:20][CH2:21][O:22][C:23]([F:26])([F:25])[F:24])[CH:6]=[C:5]2[C:3]([OH:4])=[O:2]. The catalyst class is: 273. (7) Reactant: Cl.[C:2]1([CH3:10])[CH:7]=[CH:6][CH:5]=[CH:4][C:3]=1[NH:8][NH2:9].[CH3:11][C:12]([CH3:19])([CH3:18])[C:13](=O)[CH2:14][C:15]#[N:16].CCN(CC)CC. Product: [C:12]([C:13]1[CH:14]=[C:15]([NH2:16])[N:8]([C:3]2[CH:4]=[CH:5][CH:6]=[CH:7][C:2]=2[CH3:10])[N:9]=1)([CH3:19])([CH3:18])[CH3:11]. The catalyst class is: 11.